Dataset: Forward reaction prediction with 1.9M reactions from USPTO patents (1976-2016). Task: Predict the product of the given reaction. (1) Given the reactants [NH:1]1[C:10]2[C:5](=[CH:6][CH:7]=[CH:8][C:9]=2[O:11][CH2:12][C:13]2[CH:18]=[CH:17][C:16]([CH2:19][CH2:20][C:21]([O:23]CC)=[O:22])=[CH:15][CH:14]=2)[CH2:4][CH2:3][CH2:2]1.Br[CH2:27][C:28]1[CH:33]=[CH:32][CH:31]=[CH:30][C:29]=1[F:34].C(N(CC)C(C)C)(C)C.C(=O)(O)[O-].[Na+], predict the reaction product. The product is: [F:34][C:29]1[CH:30]=[CH:31][CH:32]=[CH:33][C:28]=1[CH2:27][N:1]1[C:10]2[C:5](=[CH:6][CH:7]=[CH:8][C:9]=2[O:11][CH2:12][C:13]2[CH:14]=[CH:15][C:16]([CH2:19][CH2:20][C:21]([OH:23])=[O:22])=[CH:17][CH:18]=2)[CH2:4][CH2:3][CH2:2]1. (2) Given the reactants Br[C:2]1[CH:3]=[C:4]([CH:16]=[C:17]([Cl:19])[CH:18]=1)[O:5][C:6]1[C:14]([Cl:15])=[CH:13][CH:12]=[C:11]2[C:7]=1[CH:8]=[N:9][NH:10]2.[CH3:20][N:21](C=O)C, predict the reaction product. The product is: [Cl:19][C:17]1[CH:18]=[C:2]([CH:3]=[C:4]([O:5][C:6]2[C:14]([Cl:15])=[CH:13][CH:12]=[C:11]3[C:7]=2[CH:8]=[N:9][NH:10]3)[CH:16]=1)[C:20]#[N:21]. (3) Given the reactants OS(O)(=O)=O.[OH:6][C:7]1[CH:12]=[CH:11][C:10]([CH2:13][CH2:14][CH2:15][C:16]([OH:18])=[O:17])=[CH:9][CH:8]=1.O.[CH3:20]O, predict the reaction product. The product is: [OH:6][C:7]1[CH:8]=[CH:9][C:10]([CH2:13][CH2:14][CH2:15][C:16]([O:18][CH3:20])=[O:17])=[CH:11][CH:12]=1. (4) The product is: [C:1]1([C:7]([C:15]2[CH:20]=[CH:19][CH:18]=[CH:17][CH:16]=2)([C@@H:10]2[CH2:14][CH2:13][NH:12][CH2:11]2)[C:8]([NH2:9])=[O:22])[CH:2]=[CH:3][CH:4]=[CH:5][CH:6]=1. Given the reactants [C:1]1([C:7]([C:15]2[CH:20]=[CH:19][CH:18]=[CH:17][CH:16]=2)([C@@H:10]2[CH2:14][CH2:13][NH:12][CH2:11]2)[C:8]#[N:9])[CH:6]=[CH:5][CH:4]=[CH:3][CH:2]=1.S(=O)(=O)(O)[OH:22].[OH-].[Na+], predict the reaction product.